From a dataset of Full USPTO retrosynthesis dataset with 1.9M reactions from patents (1976-2016). Predict the reactants needed to synthesize the given product. Given the product [Si:16]([O:4][CH2:3][CH2:2][NH2:1])([C:13]([CH3:15])([CH3:14])[CH3:12])([CH3:18])[CH3:17], predict the reactants needed to synthesize it. The reactants are: [NH2:1][CH2:2][CH2:3][OH:4].CCN(CC)CC.[CH3:12][C:13]([Si:16](Cl)([CH3:18])[CH3:17])([CH3:15])[CH3:14].